From a dataset of Forward reaction prediction with 1.9M reactions from USPTO patents (1976-2016). Predict the product of the given reaction. (1) Given the reactants C[O:2][C:3](=[O:35])[CH2:4][C@@H:5]1[C:17]2[N:16]([C@H:18]([C:20]3[CH:25]=[CH:24][C:23]([C:26]([F:29])([F:28])[F:27])=[CH:22][CH:21]=3)[CH3:19])[C:15]3[C:10](=[CH:11][C:12]([F:34])=[CH:13][C:14]=3[S:30]([CH3:33])(=[O:32])=[O:31])[C:9]=2[CH2:8][CH2:7][CH2:6]1.C1COCC1.CO.[Li+].[OH-], predict the reaction product. The product is: [F:34][C:12]1[CH:11]=[C:10]2[C:15](=[C:14]([S:30]([CH3:33])(=[O:31])=[O:32])[CH:13]=1)[N:16]([C@H:18]([C:20]1[CH:25]=[CH:24][C:23]([C:26]([F:29])([F:27])[F:28])=[CH:22][CH:21]=1)[CH3:19])[C:17]1[C@@H:5]([CH2:4][C:3]([OH:35])=[O:2])[CH2:6][CH2:7][CH2:8][C:9]2=1. (2) The product is: [OH:1][C:2]1([C:9]2[S:10][CH:11]=[CH:12][N:13]=2)[CH2:7][CH2:6][CH:5]([N:14]2[CH2:17][CH:16]([NH:18][C:19]([CH2:21][NH:22][C:23](=[O:34])[C:24]3[CH:29]=[CH:28][CH:27]=[C:26]([C:30]([F:33])([F:31])[F:32])[CH:25]=3)=[O:20])[CH2:15]2)[CH2:4][CH2:3]1. Given the reactants [OH:1][C:2]1([C:9]2[S:10][CH:11]=[CH:12][N:13]=2)[CH2:7][CH2:6][C:5](=O)[CH2:4][CH2:3]1.[NH:14]1[CH2:17][CH:16]([NH:18][C:19]([CH2:21][NH:22][C:23](=[O:34])[C:24]2[CH:29]=[CH:28][CH:27]=[C:26]([C:30]([F:33])([F:32])[F:31])[CH:25]=2)=[O:20])[CH2:15]1, predict the reaction product. (3) Given the reactants [C:1]([NH:24][CH2:25][CH2:26][NH:27][C:28](=[O:46])[O:29][CH2:30][C@@H:31]1[CH2:35][CH2:34][C@H:33]([N:36]2[CH:44]=[N:43][C:42]3[C:41](=[O:45])[N:40]=[CH:39][NH:38][C:37]2=3)[O:32]1)(=[O:23])[CH2:2][CH2:3]/[CH:4]=[CH:5]\[CH2:6]/[CH:7]=[CH:8]\[CH2:9]/[CH:10]=[CH:11]\[CH2:12]/[CH:13]=[CH:14]\[CH2:15]/[CH:16]=[CH:17]\[CH2:18]/[CH:19]=[CH:20]\CC.NCCNC(=O)CCC/C=C\C/C=C\C/C=C\C/C=C\C/C=C\CC, predict the reaction product. The product is: [C:1]([NH:24][CH2:25][CH2:26][NH:27][C:28](=[O:46])[O:29][CH2:30][C@@H:31]1[CH2:35][CH2:34][C@H:33]([N:36]2[CH:44]=[N:43][C:42]3[C:41](=[O:45])[N:40]=[CH:39][NH:38][C:37]2=3)[O:32]1)(=[O:23])[CH2:2][CH2:3][CH2:4]/[CH:5]=[CH:6]\[CH2:7]/[CH:8]=[CH:9]\[CH2:10]/[CH:11]=[CH:12]\[CH2:13]/[CH:14]=[CH:15]\[CH2:16]/[CH:17]=[CH:18]\[CH2:19][CH3:20]. (4) The product is: [CH:1]1([CH2:4][O:5][C:6]2[CH:14]=[CH:13][C:9]3[O:10][CH2:11][O:12][C:8]=3[C:7]=2[C:15]2[CH:20]=[CH:19][N:18]=[C:17]3[C:21]([C:33]([NH:36][C@@H:37]4[CH2:42][CH2:41][C@H:40]([NH:43][C:44](=[O:50])[O:45][C:46]([CH3:48])([CH3:47])[CH3:49])[CH2:39][CH2:38]4)=[O:35])=[C:22]([CH3:32])[N:23]([CH2:24][O:25][CH2:26][CH2:27][Si:28]([CH3:29])([CH3:30])[CH3:31])[C:16]=23)[CH2:3][CH2:2]1. Given the reactants [CH:1]1([CH2:4][O:5][C:6]2[CH:14]=[CH:13][C:9]3[O:10][CH2:11][O:12][C:8]=3[C:7]=2[C:15]2[CH:20]=[CH:19][N:18]=[C:17]3[C:21]([C:33]([OH:35])=O)=[C:22]([CH3:32])[N:23]([CH2:24][O:25][CH2:26][CH2:27][Si:28]([CH3:31])([CH3:30])[CH3:29])[C:16]=23)[CH2:3][CH2:2]1.[NH2:36][C@@H:37]1[CH2:42][CH2:41][C@H:40]([NH:43][C:44](=[O:50])[O:45][C:46]([CH3:49])([CH3:48])[CH3:47])[CH2:39][CH2:38]1, predict the reaction product. (5) Given the reactants [NH:1]1[CH2:6][CH2:5][CH:4]([C:7]2[CH:8]=[C:9]3[C:14](=[CH:15][CH:16]=2)[N:13]=[CH:12][CH:11]=[C:10]3[NH:17][C:18]([NH:20][C:21]2[CH:26]=[CH:25][CH:24]=[C:23]([C:27]([F:30])([F:29])[F:28])[N:22]=2)=[O:19])[CH2:3][CH2:2]1.Br[CH2:32][CH2:33][F:34].C(=O)([O-])[O-].[Cs+].[Cs+].C(=O)(O)[O-].[Na+], predict the reaction product. The product is: [F:34][CH2:33][CH2:32][N:1]1[CH2:6][CH2:5][CH:4]([C:7]2[CH:8]=[C:9]3[C:14](=[CH:15][CH:16]=2)[N:13]=[CH:12][CH:11]=[C:10]3[NH:17][C:18]([NH:20][C:21]2[CH:26]=[CH:25][CH:24]=[C:23]([C:27]([F:28])([F:29])[F:30])[N:22]=2)=[O:19])[CH2:3][CH2:2]1.